Predict the product of the given reaction. From a dataset of Forward reaction prediction with 1.9M reactions from USPTO patents (1976-2016). (1) Given the reactants [CH3:1][O:2][C:3]1[CH:8]=[CH:7][C:6]([N:9]([C:14]([C:16]2[CH:17]=[N:18][C:19]([O:22][CH3:23])=[CH:20][CH:21]=2)=O)[NH:10][C:11]([NH2:13])=[O:12])=[CH:5][CH:4]=1.C(O)C, predict the reaction product. The product is: [CH3:1][O:2][C:3]1[CH:8]=[CH:7][C:6]([N:9]2[C:14]([C:16]3[CH:17]=[N:18][C:19]([O:22][CH3:23])=[CH:20][CH:21]=3)=[N:13][C:11]([OH:12])=[N:10]2)=[CH:5][CH:4]=1. (2) Given the reactants [CH2:1](C1C=C2C(COC2=O)=CC=1)[CH3:2].[Cl:13][C:14]1[CH:19]=[CH:18][C:17]([S:20]([CH2:23][C:24]2[C:29]([C:30]([O:32][CH2:33][CH3:34])=[O:31])=[C:28]([O:35][CH3:36])[C:27](Br)=[CH:26][CH:25]=2)(=[O:22])=[O:21])=[CH:16][CH:15]=1.C(B(CC)CC)C, predict the reaction product. The product is: [Cl:13][C:14]1[CH:19]=[CH:18][C:17]([S:20]([CH2:23][C:24]2[C:29]([C:30]([O:32][CH2:33][CH3:34])=[O:31])=[C:28]([O:35][CH3:36])[C:27]([CH2:1][CH3:2])=[CH:26][CH:25]=2)(=[O:22])=[O:21])=[CH:16][CH:15]=1. (3) The product is: [Br-:1].[O:13]=[C:5]1[C:6]2[C:11](=[CH:10][CH:9]=[CH:8][CH:7]=2)[CH:12]=[C:3]([CH2:2][P+:20]([C:21]2[CH:22]=[CH:23][CH:24]=[CH:25][CH:26]=2)([C:27]2[CH:32]=[CH:31][CH:30]=[CH:29][CH:28]=2)[C:17]2[CH:16]=[CH:15][CH:14]=[CH:19][CH:18]=2)[NH:4]1. Given the reactants [Br:1][CH2:2][C:3]1[NH:4][C:5](=[O:13])[C:6]2[C:11]([CH:12]=1)=[CH:10][CH:9]=[CH:8][CH:7]=2.[CH:14]1[CH:19]=[CH:18][C:17]([P:20]([C:27]2[CH:32]=[CH:31][CH:30]=[CH:29][CH:28]=2)[C:21]2[CH:26]=[CH:25][CH:24]=[CH:23][CH:22]=2)=[CH:16][CH:15]=1, predict the reaction product. (4) Given the reactants N[C:2]1[CH:11]=[CH:10][C:5]([C:6]([O:8][CH3:9])=[O:7])=[CH:4][CH:3]=1.[C:12]([C:14]1[CH:22]=[CH:21][C:17]([C:18](Cl)=[O:19])=[CH:16][CH:15]=1)#[N:13].[N:23]1C=CC=CC=1, predict the reaction product. The product is: [C:12]([C:14]1[CH:22]=[CH:21][C:17]([C:18]([NH:23][C:3]2[CH:4]=[C:5]([CH:10]=[CH:11][CH:2]=2)[C:6]([O:8][CH3:9])=[O:7])=[O:19])=[CH:16][CH:15]=1)#[N:13]. (5) Given the reactants Cl[C:2]1[C:7]([C:8]([OH:10])=[O:9])=[C:6]([Cl:11])[N:5]=[C:4]([S:12][CH3:13])[N:3]=1.C(N(CC)CC)C.[Cl:21][C:22]1[CH:23]=[C:24]([CH:27]=[CH:28][C:29]=1[O:30][CH3:31])[CH2:25][NH2:26], predict the reaction product. The product is: [Cl:21][C:22]1[CH:23]=[C:24]([CH:27]=[CH:28][C:29]=1[O:30][CH3:31])[CH2:25][NH:26][C:2]1[C:7]([C:8]([OH:10])=[O:9])=[C:6]([Cl:11])[N:5]=[C:4]([S:12][CH3:13])[N:3]=1. (6) Given the reactants C[Si]([I:5])(C)C.F[B-](F)(F)F.[F:11][S:12]([F:24])([F:23])([F:22])([F:21])[C:13]1[CH:18]=[CH:17][C:16]([N+]#N)=[CH:15][CH:14]=1, predict the reaction product. The product is: [I:5][C:16]1[CH:17]=[CH:18][C:13]([S:12]([F:24])([F:23])([F:22])([F:21])[F:11])=[CH:14][CH:15]=1. (7) Given the reactants [CH3:1][C:2]1[CH2:6][C:5](=[O:7])[N:4]([C:8]2[CH:13]=[CH:12][CH:11]=[CH:10][CH:9]=2)[N:3]=1.[CH3:14][C:15]1[C:20]([OH:21])=[C:19]([CH:22]=O)[C:18]([CH2:24][OH:25])=[CH:17][N:16]=1.Cl, predict the reaction product. The product is: [OH:7][C:5]1[N:4]([C:8]2[CH:13]=[CH:12][CH:11]=[CH:10][CH:9]=2)[N:3]=[C:2]([CH3:1])[C:6]=1[CH:22]1[C:19]2[C:20]([OH:21])=[C:15]([CH3:14])[N:16]=[CH:17][C:18]=2[CH2:24][O:25]1.